Predict the reaction yield, written as a fraction of the theoretical maximum amount of product (1.0 means a 100% yield; for example, 0.34 means a 34% yield). From a dataset of Reaction yield outcomes from USPTO patents with 853,638 reactions. (1) The yield is 0.800. No catalyst specified. The reactants are Cl[C:2]1[C:11]2[C:6](=[CH:7][CH:8]=[C:9]([CH3:12])[CH:10]=2)[N:5]=[C:4]([N:13]2[CH2:19][C:18]3[CH:20]=[CH:21][CH:22]=[CH:23][C:17]=3[S:16](=[O:24])[CH2:15][CH2:14]2)[CH:3]=1.[OH:25][C@@H:26]1[CH2:30][NH:29][CH2:28][C@H:27]1NC(=O)OC(C)(C)C.C1(P(C2CCCCC2)C2(N(C)C)CC=CC=C2C2C=CC=CC=2)CCCCC1.[CH3:67][C:68]([CH3:71])([O-:70])[CH3:69].[Na+].[O:73]1CCOC[CH2:74]1. The product is [CH3:12][C:9]1[CH:10]=[C:11]2[C:6](=[CH:7][CH:8]=1)[N:5]=[C:4]([N:13]1[CH2:19][C:18]3[CH:20]=[CH:21][CH:22]=[CH:23][C:17]=3[S:16](=[O:24])[CH2:15][CH2:14]1)[CH:3]=[C:2]2[N:29]1[CH2:30][C@@H:26]([OH:25])[C@H:27]([C:74]([O:70][C:68]([CH3:71])([CH3:69])[CH3:67])=[O:73])[CH2:28]1. (2) The reactants are C([O:5][C:6]1[CH:7]=[C:8]([C:12]2[C:13]3[CH2:26][CH2:25][N:24]([CH:27]=[O:28])[C:14]=3[N:15]=[C:16]([N:18]3[CH2:23][CH2:22][O:21][CH2:20][CH2:19]3)[N:17]=2)[CH:9]=[CH:10][CH:11]=1)(C)(C)C.FC(F)(F)C(O)=O. No catalyst specified. The product is [OH:5][C:6]1[CH:7]=[C:8]([C:12]2[C:13]3[CH2:26][CH2:25][N:24]([CH:27]=[O:28])[C:14]=3[N:15]=[C:16]([N:18]3[CH2:19][CH2:20][O:21][CH2:22][CH2:23]3)[N:17]=2)[CH:9]=[CH:10][CH:11]=1. The yield is 0.470. (3) The reactants are [CH2:1]([O:3][C:4](=[O:16])[C:5]1[CH:10]=[C:9]([N+:11]([O-:13])=[O:12])[C:8](F)=[CH:7][C:6]=1[F:15])[CH3:2].[CH3:17][NH2:18]. The catalyst is C1COCC1. The product is [CH2:1]([O:3][C:4](=[O:16])[C:5]1[CH:10]=[C:9]([N+:11]([O-:13])=[O:12])[C:8]([NH:18][CH3:17])=[CH:7][C:6]=1[F:15])[CH3:2]. The yield is 0.690. (4) The reactants are Cl[C:2]1[N:7]=[C:6]([CH2:8][CH2:9][C:10]2[CH:15]=[CH:14][CH:13]=[CH:12][C:11]=2[C:16]2([C:19]([NH2:21])=[O:20])[CH2:18][CH2:17]2)[C:5]([Cl:22])=[CH:4][N:3]=1.[CH3:23][N:24]1[CH:28]=[CH:27][C:26]([NH2:29])=[N:25]1.O.C1(C)C=CC(S(O)(=O)=O)=CC=1. The catalyst is O1CCOCC1.CCOCC. The product is [Cl:22][C:5]1[C:6]([CH2:8][CH2:9][C:10]2[CH:15]=[CH:14][CH:13]=[CH:12][C:11]=2[C:16]2([C:19]([NH2:21])=[O:20])[CH2:18][CH2:17]2)=[N:7][C:2]([NH:29][C:26]2[CH:27]=[CH:28][N:24]([CH3:23])[N:25]=2)=[N:3][CH:4]=1. The yield is 0.120. (5) The reactants are [CH3:1][C:2]1[O:6][N:5]=[C:4]([C:7]2[CH:12]=[CH:11][CH:10]=[CH:9][CH:8]=2)[C:3]=1NC.Cl[C:16]1[N:17]=[N:18][C:19]([I:22])=[CH:20][CH:21]=1.Cl[C:24]1[N:25]=NC(Cl)=CC=1. No catalyst specified. The product is [I:22][C:19]1[N:18]=[N:17][C:16]([NH:25][CH2:24][C:3]2[C:4]([C:7]3[CH:8]=[CH:9][CH:10]=[CH:11][CH:12]=3)=[N:5][O:6][C:2]=2[CH3:1])=[CH:21][CH:20]=1. The yield is 0.240. (6) The reactants are C(N(CC)CC)C.[NH:8]1[CH2:13][CH2:12][CH:11]([NH:14][C:15]2[CH:16]=[C:17]3[C:21](=[CH:22][CH:23]=2)[NH:20][N:19]=[CH:18]3)[CH2:10][CH2:9]1.[CH3:24][S:25](Cl)(=[O:27])=[O:26].[OH-].[Na+]. The catalyst is O1CCCC1. The product is [CH3:24][S:25]([N:8]1[CH2:9][CH2:10][CH:11]([NH:14][C:15]2[CH:16]=[C:17]3[C:21](=[CH:22][CH:23]=2)[NH:20][N:19]=[CH:18]3)[CH2:12][CH2:13]1)(=[O:27])=[O:26]. The yield is 0.220. (7) The reactants are [H-].[Na+:2].[C:3]([O:9][CH2:10][CH3:11])(=[O:8])[CH2:4][C:5]([CH3:7])=O.Cl[CH2:13][C:14](=[O:20])[CH2:15][C:16]([O:18][CH3:19])=[O:17]. The catalyst is C1COCC1. The product is [CH2:10]([O:9][C:3]([C:4]1[CH2:13][C:14]([O-:20])=[C:15]([C:16]([O:18][CH3:19])=[O:17])[C:5]=1[CH3:7])=[O:8])[CH3:11].[Na+:2]. The yield is 0.980.